This data is from Full USPTO retrosynthesis dataset with 1.9M reactions from patents (1976-2016). The task is: Predict the reactants needed to synthesize the given product. (1) Given the product [C:11]([O:15][C:16](=[O:30])[C:17]1[CH:22]=[CH:21][C:20]([N:23]2[CH2:24][CH2:25][CH:26]([NH:29][C:2]([O:4][C:5]3[CH:10]=[CH:9][CH:8]=[CH:7][CH:6]=3)=[O:3])[CH2:27][CH2:28]2)=[CH:19][CH:18]=1)([CH3:14])([CH3:12])[CH3:13], predict the reactants needed to synthesize it. The reactants are: Cl[C:2]([O:4][C:5]1[CH:10]=[CH:9][CH:8]=[CH:7][CH:6]=1)=[O:3].[C:11]([O:15][C:16](=[O:30])[C:17]1[CH:22]=[CH:21][C:20]([N:23]2[CH2:28][CH2:27][CH:26]([NH2:29])[CH2:25][CH2:24]2)=[CH:19][CH:18]=1)([CH3:14])([CH3:13])[CH3:12].C(N(CC)CC)C.O. (2) Given the product [Br:11][C:12]1[CH:13]=[C:14]([C:20]([O:22][CH3:23])=[O:21])[CH:15]=[N:16][C:17]=1[CH2:18][NH:1][CH2:2][CH2:3][OH:4], predict the reactants needed to synthesize it. The reactants are: [NH2:1][CH2:2][CH2:3][OH:4].C(=O)([O-])[O-].[K+].[K+].[Br:11][C:12]1[CH:13]=[C:14]([C:20]([O:22][CH3:23])=[O:21])[CH:15]=[N:16][C:17]=1[CH2:18]Br. (3) Given the product [CH3:2][Si:3]([CH3:20])([CH3:19])[CH2:4][CH2:5][O:6][CH2:7][N:8]1[C:12]2=[N:13][CH:14]=[C:15]([NH:17][NH:18][C:28]([CH:23]3[CH2:24][CH2:25][CH2:26][CH2:27][CH:22]3[CH3:21])=[O:29])[N:16]=[C:11]2[CH:10]=[CH:9]1, predict the reactants needed to synthesize it. The reactants are: Cl.[CH3:2][Si:3]([CH3:20])([CH3:19])[CH2:4][CH2:5][O:6][CH2:7][N:8]1[C:12]2=[N:13][CH:14]=[C:15]([NH:17][NH2:18])[N:16]=[C:11]2[CH:10]=[CH:9]1.[CH3:21][CH:22]1[CH2:27][CH2:26][CH2:25][CH2:24][CH:23]1[C:28](O)=[O:29].C(N(CC)CC)C.CCN=C=NCCCN(C)C.